This data is from Full USPTO retrosynthesis dataset with 1.9M reactions from patents (1976-2016). The task is: Predict the reactants needed to synthesize the given product. (1) Given the product [CH3:12][CH:13]([CH2:17][C:18]1[CH:23]=[CH:22][N:21]=[CH:20][CH:19]=1)[CH2:14][NH2:16], predict the reactants needed to synthesize it. The reactants are: C(OCC)C.[H-].[Al+3].[Li+].[H-].[H-].[H-].[CH3:12][CH:13]([CH2:17][C:18]1[CH:23]=[CH:22][N:21]=[CH:20][CH:19]=1)[C:14]([NH2:16])=O.[OH-].[Na+]. (2) Given the product [NH2:26][C:8]1[N:7]=[C:6]([O:5][CH2:1][CH2:2][CH2:3][CH3:4])[N:14]=[C:13]2[C:9]=1[NH:10][C:11](=[O:24])[N:12]2[CH2:15][CH2:16][CH2:17][CH:18]1[CH2:23][CH2:22][CH2:21][N:20]([CH2:28][CH3:29])[CH2:19]1, predict the reactants needed to synthesize it. The reactants are: [CH2:1]([O:5][C:6]1[N:14]=[C:13]2[C:9]([N:10]=[C:11]([O:24]C)[N:12]2[CH2:15][CH2:16][CH2:17][CH:18]2[CH2:23][CH2:22][CH2:21][NH:20][CH2:19]2)=[C:8]([NH2:26])[N:7]=1)[CH2:2][CH2:3][CH3:4].I[CH2:28][CH3:29]. (3) Given the product [Cl:1][C:2]1[CH:3]=[CH:4][C:5]([C:28]([F:29])([F:31])[F:30])=[C:6]([CH:27]=1)[CH2:7][N:8]1[CH2:13][CH2:12][NH:11][C:10]2[N:14]=[CH:15][C:16]([C:18]3[CH:19]=[C:20]([C:21]([N:43]4[CH2:44][CH2:45][N:40]([C:36]5[CH:37]=[CH:38][CH:39]=[C:34]([C:33]([F:32])([F:46])[F:47])[CH:35]=5)[CH2:41][CH2:42]4)=[O:22])[CH:24]=[CH:25][CH:26]=3)=[CH:17][C:9]1=2, predict the reactants needed to synthesize it. The reactants are: [Cl:1][C:2]1[CH:3]=[CH:4][C:5]([C:28]([F:31])([F:30])[F:29])=[C:6]([CH:27]=1)[CH2:7][N:8]1[CH2:13][CH2:12][NH:11][C:10]2[N:14]=[CH:15][C:16]([C:18]3[CH:19]=[C:20]([CH:24]=[CH:25][CH:26]=3)[C:21](O)=[O:22])=[CH:17][C:9]1=2.[F:32][C:33]([F:47])([F:46])[C:34]1[CH:35]=[C:36]([N:40]2[CH2:45][CH2:44][NH:43][CH2:42][CH2:41]2)[CH:37]=[CH:38][CH:39]=1. (4) Given the product [CH3:3][C:2]([OH:41])([C:4]1[CH:5]=[CH:6][CH:7]=[CH:8][C:9]=1[CH2:10][CH2:11][C@@H:12]([S:32][CH2:33][C:34]1([CH2:37][C:38]([O-:40])=[O:39])[CH2:35][CH2:36]1)[C:13]1[CH:14]=[CH:15][CH:16]=[C:17](/[CH:19]=[CH:20]/[C:21]2[CH:22]=[CH:23][C:24]3[CH:25]=[CH:26][C:27]([Cl:31])=[CH:28][C:29]=3[N:30]=2)[CH:18]=1)[CH3:1].[Na+:43], predict the reactants needed to synthesize it. The reactants are: [CH3:1][C:2]([OH:41])([C:4]1[CH:5]=[CH:6][CH:7]=[CH:8][C:9]=1[CH2:10][CH2:11][C@@H:12]([S:32][CH2:33][C:34]1([CH2:37][C:38]([OH:40])=[O:39])[CH2:36][CH2:35]1)[C:13]1[CH:14]=[CH:15][CH:16]=[C:17](/[CH:19]=[CH:20]/[C:21]2[CH:22]=[CH:23][C:24]3[CH:25]=[CH:26][C:27]([Cl:31])=[CH:28][C:29]=3[N:30]=2)[CH:18]=1)[CH3:3].[OH-].[Na+:43]. (5) Given the product [F:1][C:2]1[CH:3]=[C:4]([CH2:9][C:10]([Cl:16])=[O:12])[CH:5]=[C:6]([F:8])[CH:7]=1, predict the reactants needed to synthesize it. The reactants are: [F:1][C:2]1[CH:3]=[C:4]([CH2:9][C:10]([OH:12])=O)[CH:5]=[C:6]([F:8])[CH:7]=1.C(Cl)(=O)C([Cl:16])=O.